The task is: Predict the product of the given reaction.. This data is from Forward reaction prediction with 1.9M reactions from USPTO patents (1976-2016). (1) The product is: [F:36][C:37]([F:42])([F:41])[C:38]([OH:40])=[O:39].[CH2:32]([N:16]1[C:15]2[C:19](=[N:20][CH:21]=[N:22][C:14]=2[N:11]2[CH2:12][CH2:13][NH:8][CH2:9][CH2:10]2)[N:18]([C:23]2[CH:28]=[CH:27][C:26](=[O:29])[N:25]([CH3:30])[CH:24]=2)[C:17]1=[O:31])[C:33]#[C:34][CH3:35]. Given the reactants C(OC([N:8]1[CH2:13][CH2:12][N:11]([C:14]2[N:22]=[CH:21][N:20]=[C:19]3[C:15]=2[N:16]([CH2:32][C:33]#[C:34][CH3:35])[C:17](=[O:31])[N:18]3[C:23]2[CH:28]=[CH:27][C:26](=[O:29])[N:25]([CH3:30])[CH:24]=2)[CH2:10][CH2:9]1)=O)(C)(C)C.[F:36][C:37]([F:42])([F:41])[C:38]([OH:40])=[O:39], predict the reaction product. (2) The product is: [CH2:1]([O:8][C:9]1[CH:10]=[CH:11][C:12]([C:15]2[N:19]([CH3:38])[C:18]3[CH:20]=[C:21]([C:23]([O:25][CH2:26][CH3:27])=[O:24])[S:22][C:17]=3[C:16]=2[CH:28]2[CH2:33][CH2:32][CH2:31][CH:30]=[CH:29]2)=[CH:13][CH:14]=1)[C:2]1[CH:7]=[CH:6][CH:5]=[CH:4][CH:3]=1. Given the reactants [CH2:1]([O:8][C:9]1[CH:14]=[CH:13][C:12]([C:15]2[NH:19][C:18]3[CH:20]=[C:21]([C:23]([O:25][CH2:26][CH3:27])=[O:24])[S:22][C:17]=3[C:16]=2[CH:28]2[CH2:33][CH2:32][CH2:31][CH:30]=[CH:29]2)=[CH:11][CH:10]=1)[C:2]1[CH:7]=[CH:6][CH:5]=[CH:4][CH:3]=1.[H-].[Na+].CI.[C:38](OCC)(=O)C, predict the reaction product. (3) Given the reactants [F:1][C:2]([F:11])([F:10])[C:3]1[CH:4]=[C:5]([NH2:9])[N:6]=[N:7][CH:8]=1.C(=O)(O)[O-].[Na+].[CH2:17](O)[CH3:18], predict the reaction product. The product is: [F:11][C:2]([F:1])([F:10])[C:3]1[CH:8]=[N:7][N:6]2[CH:17]=[CH:18][N:9]=[C:5]2[CH:4]=1. (4) Given the reactants [O:1]=[C:2]1[CH2:6][C:5]2([CH2:11][CH2:10][NH:9][CH2:8][CH2:7]2)[CH2:4][N:3]1[C:12]1[CH:19]=[CH:18][C:15]([C:16]#[N:17])=[CH:14][N:13]=1.[CH3:20][C:21]1[C:29]([C@@H:30]2[CH2:32][O:31]2)=[CH:28][CH:27]=[C:26]2[C:22]=1[CH2:23][O:24][C:25]2=[O:33], predict the reaction product. The product is: [OH:31][C@H:30]([C:29]1[C:21]([CH3:20])=[C:22]2[C:26](=[CH:27][CH:28]=1)[C:25](=[O:33])[O:24][CH2:23]2)[CH2:32][N:9]1[CH2:8][CH2:7][C:5]2([CH2:4][N:3]([C:12]3[CH:19]=[CH:18][C:15]([C:16]#[N:17])=[CH:14][N:13]=3)[C:2](=[O:1])[CH2:6]2)[CH2:11][CH2:10]1. (5) Given the reactants O[C:2]([C:9]1[S:10][CH:11]=[CH:12][CH:13]=1)([CH3:8])[C:3]([O:5][CH2:6][CH3:7])=[O:4].N1C=CC=CC=1.S(Cl)([Cl:22])=O, predict the reaction product. The product is: [Cl:22][C:2]([C:9]1[S:10][CH:11]=[CH:12][CH:13]=1)([CH3:8])[C:3]([O:5][CH2:6][CH3:7])=[O:4]. (6) Given the reactants [Cl:1][C:2]1[CH:10]=[C:9]2[C:5]([CH2:6][C:7](=[O:11])[NH:8]2)=[CH:4][CH:3]=1.[CH3:12][O:13][C:14](=[O:31])[C:15]1[CH:20]=[CH:19][C:18]([O:21][C:22]2[CH:27]=[CH:26][C:25]([Br:28])=[CH:24][C:23]=2[CH:29]=O)=[CH:17][CH:16]=1.N1CCCC1, predict the reaction product. The product is: [CH3:12][O:13][C:14](=[O:31])[C:15]1[CH:20]=[CH:19][C:18]([O:21][C:22]2[CH:27]=[CH:26][C:25]([Br:28])=[CH:24][C:23]=2/[CH:29]=[C:6]2\[C:7](=[O:11])[NH:8][C:9]3[C:5]\2=[CH:4][CH:3]=[C:2]([Cl:1])[CH:10]=3)=[CH:17][CH:16]=1. (7) Given the reactants O[CH2:2][CH2:3][N:4]1[C:8]2[CH:9]=[CH:10][C:11]([N+:13]([O-:15])=[O:14])=[CH:12][C:7]=2[N:6]=[CH:5]1.C1(P(C2C=CC=CC=2)C2C=CC=CC=2)C=CC=CC=1.CCOC(/N=N/C(OCC)=O)=O.[C:47]1(=[O:57])[NH:51][C:50](=[O:52])[C:49]2=[CH:53][CH:54]=[CH:55][CH:56]=[C:48]12, predict the reaction product. The product is: [C:47]1(=[O:57])[N:51]([CH2:2][CH2:3][N:4]2[C:8]3[CH:9]=[CH:10][C:11]([N+:13]([O-:15])=[O:14])=[CH:12][C:7]=3[N:6]=[CH:5]2)[C:50](=[O:52])[C:49]2=[CH:53][CH:54]=[CH:55][CH:56]=[C:48]12.